The task is: Regression. Given two drug SMILES strings and cell line genomic features, predict the synergy score measuring deviation from expected non-interaction effect.. This data is from NCI-60 drug combinations with 297,098 pairs across 59 cell lines. (1) Drug 1: CC(C1=C(C=CC(=C1Cl)F)Cl)OC2=C(N=CC(=C2)C3=CN(N=C3)C4CCNCC4)N. Drug 2: CN(C)N=NC1=C(NC=N1)C(=O)N. Cell line: T-47D. Synergy scores: CSS=0.362, Synergy_ZIP=0.558, Synergy_Bliss=2.96, Synergy_Loewe=0.726, Synergy_HSA=0.945. (2) Drug 1: CNC(=O)C1=CC=CC=C1SC2=CC3=C(C=C2)C(=NN3)C=CC4=CC=CC=N4. Drug 2: C1=CN(C=N1)CC(O)(P(=O)(O)O)P(=O)(O)O. Cell line: CCRF-CEM. Synergy scores: CSS=2.92, Synergy_ZIP=-2.64, Synergy_Bliss=-4.40, Synergy_Loewe=-11.4, Synergy_HSA=-4.88. (3) Drug 1: CC1C(C(CC(O1)OC2CC(CC3=C2C(=C4C(=C3O)C(=O)C5=C(C4=O)C(=CC=C5)OC)O)(C(=O)C)O)N)O.Cl. Drug 2: C1=NC2=C(N=C(N=C2N1C3C(C(C(O3)CO)O)O)F)N. Cell line: RPMI-8226. Synergy scores: CSS=4.46, Synergy_ZIP=-11.6, Synergy_Bliss=-10.8, Synergy_Loewe=-51.4, Synergy_HSA=-11.0. (4) Drug 1: CC1=C(C(CCC1)(C)C)C=CC(=CC=CC(=CC(=O)O)C)C. Drug 2: CC(C)CN1C=NC2=C1C3=CC=CC=C3N=C2N. Synergy scores: CSS=-2.23, Synergy_ZIP=0.983, Synergy_Bliss=-2.14, Synergy_Loewe=-4.49, Synergy_HSA=-5.58. Cell line: UO-31. (5) Drug 1: CCCS(=O)(=O)NC1=C(C(=C(C=C1)F)C(=O)C2=CNC3=C2C=C(C=N3)C4=CC=C(C=C4)Cl)F. Drug 2: CCC1(C2=C(COC1=O)C(=O)N3CC4=CC5=C(C=CC(=C5CN(C)C)O)N=C4C3=C2)O.Cl. Cell line: SNB-75. Synergy scores: CSS=9.60, Synergy_ZIP=-2.93, Synergy_Bliss=-0.111, Synergy_Loewe=-18.2, Synergy_HSA=-1.72. (6) Drug 1: C1CN1P(=S)(N2CC2)N3CC3. Drug 2: C1=NC2=C(N1)C(=S)N=CN2. Cell line: SF-295. Synergy scores: CSS=59.3, Synergy_ZIP=-1.07, Synergy_Bliss=0.772, Synergy_Loewe=-7.60, Synergy_HSA=4.57. (7) Drug 1: CN(C)C1=NC(=NC(=N1)N(C)C)N(C)C. Drug 2: CN(C(=O)NC(C=O)C(C(C(CO)O)O)O)N=O. Cell line: SK-MEL-5. Synergy scores: CSS=2.21, Synergy_ZIP=-1.42, Synergy_Bliss=-0.750, Synergy_Loewe=-7.02, Synergy_HSA=-5.60.